From a dataset of Full USPTO retrosynthesis dataset with 1.9M reactions from patents (1976-2016). Predict the reactants needed to synthesize the given product. Given the product [CH2:15]([CH:17]([CH2:21][CH2:22][CH2:23][CH3:24])[CH2:18][C:6]1[C:7]2[S:8][CH:9]=[CH:10][C:11]=2[C:12]([CH2:6][CH:3]([CH2:4][CH3:5])[CH2:2][CH2:12][CH2:11][CH3:7])=[C:2]2[S:1][CH:5]=[CH:4][C:3]=12)[CH3:16], predict the reactants needed to synthesize it. The reactants are: [S:1]1[CH:5]=[CH:4][C:3]2[C:6](=O)[C:7]3[S:8][CH:9]=[CH:10][C:11]=3[C:12](=O)[C:2]1=2.[CH2:15]([CH:17]([CH2:21][CH2:22][CH2:23][CH3:24])[CH2:18][Mg]Br)[CH3:16].Cl[Sn]Cl.